Dataset: Full USPTO retrosynthesis dataset with 1.9M reactions from patents (1976-2016). Task: Predict the reactants needed to synthesize the given product. (1) Given the product [CH2:18]([O:17][CH:8]([C:5]1[CH:6]=[CH:7][C:2]([NH:27][CH2:26][C:25]2[CH:24]=[CH:23][C:22]([C:21]([F:20])([F:30])[F:31])=[CH:29][CH:28]=2)=[N:3][CH:4]=1)[CH2:9][CH:10]([O:14][CH2:15][CH3:16])[O:11][CH2:12][CH3:13])[CH3:19], predict the reactants needed to synthesize it. The reactants are: Br[C:2]1[CH:7]=[CH:6][C:5]([CH:8]([O:17][CH2:18][CH3:19])[CH2:9][CH:10]([O:14][CH2:15][CH3:16])[O:11][CH2:12][CH3:13])=[CH:4][N:3]=1.[F:20][C:21]([F:31])([F:30])[C:22]1[CH:29]=[CH:28][C:25]([CH2:26][NH2:27])=[CH:24][CH:23]=1.CC(C)([O-])C.[K+].O. (2) Given the product [OH:25][CH:24]([C:23]1[CH:26]=[CH:27][CH:28]=[CH:29][C:22]=1[O:21][CH2:20][C:19]#[C:18][Si:17]([CH3:16])([CH3:31])[CH3:30])[CH2:5][C:4](=[N:6][OH:7])[C:3]([O:9][CH3:10])([O:2][CH3:1])[CH3:8], predict the reactants needed to synthesize it. The reactants are: [CH3:1][O:2][C:3]([O:9][CH3:10])([CH3:8])[C:4](=[N:6][OH:7])[CH3:5].C([Li])CCC.[CH3:16][Si:17]([CH3:31])([CH3:30])[C:18]#[C:19][CH2:20][O:21][C:22]1[CH:29]=[CH:28][CH:27]=[CH:26][C:23]=1[CH:24]=[O:25].[Cl-].[NH4+]. (3) Given the product [ClH:29].[ClH:29].[CH3:1][C:2]1[NH:6][N:5]=[C:4]([NH:7][C:8]2[CH:13]=[CH:12][C:11]([NH2:14])=[CH:10][CH:9]=2)[CH:3]=1, predict the reactants needed to synthesize it. The reactants are: [CH3:1][C:2]1[NH:6][N:5]=[C:4]([NH:7][C:8]2[CH:13]=[CH:12][C:11]([N+:14]([O-])=O)=[CH:10][CH:9]=2)[CH:3]=1.C1(N)C(F)=C(F)C(F)=C(N)C=1F.[ClH:29].Cl. (4) Given the product [Cl:13][C:14]1[CH:19]=[C:18]([C:2]2[CH:7]=[C:6]([N+:8]([O-:10])=[O:9])[CH:5]=[CH:4][C:3]=2[O:11][CH3:12])[CH:17]=[CH:16][CH:15]=1, predict the reactants needed to synthesize it. The reactants are: Br[C:2]1[CH:7]=[C:6]([N+:8]([O-:10])=[O:9])[CH:5]=[CH:4][C:3]=1[O:11][CH3:12].[Cl:13][C:14]1[CH:15]=[C:16](B(O)O)[CH:17]=[CH:18][CH:19]=1.ClCCl. (5) Given the product [C:1]([O:12][CH2:14][CH2:13][OH:16])(=[O:11])[C:2]1[CH:10]=[CH:9][C:5]([C:6]([O:8][CH2:23][CH2:22][OH:24])=[O:7])=[CH:4][CH:3]=1, predict the reactants needed to synthesize it. The reactants are: [C:1]([OH:12])(=[O:11])[C:2]1[CH:10]=[CH:9][C:5]([C:6]([OH:8])=[O:7])=[CH:4][CH:3]=1.[CH2:13]([OH:16])[CH2:14]O.C(N([CH2:22][CH3:23])CC)C.[OH2:24]. (6) Given the product [C:1]([C:3]1[CH:4]=[C:5]([C:6]([N:17]2[CH2:18][CH2:19][N:14]([C:20]3[N:21]=[CH:22][CH:23]=[CH:24][N:25]=3)[CH2:15][CH2:16]2)=[O:8])[CH:9]=[CH:10][C:11]=1[O:12][CH3:13])#[CH:2], predict the reactants needed to synthesize it. The reactants are: [C:1]([C:3]1[CH:4]=[C:5]([CH:9]=[CH:10][C:11]=1[O:12][CH3:13])[C:6]([OH:8])=O)#[CH:2].[N:14]1([C:20]2[N:25]=[CH:24][CH:23]=[CH:22][N:21]=2)[CH2:19][CH2:18][NH:17][CH2:16][CH2:15]1. (7) Given the product [CH3:14][O:15][C:16]1[CH:17]=[C:18]([CH:49]=[C:50]([O:52][CH3:53])[CH:51]=1)[C:19]([N:21]1[CH2:27][CH2:26][CH2:25][N:24]([C:28]2[N:33]=[C:32]([C:34]3[CH:35]=[C:36]([CH:45]=[CH:46][C:47]=3[F:48])[CH:37]=[C:38]3[S:42][C:41](=[O:43])[NH:40][C:39]3=[O:44])[CH:31]=[N:30][CH:29]=2)[CH2:23][CH2:22]1)=[O:20], predict the reactants needed to synthesize it. The reactants are: COC1C=C(C=C(OC)C=1)C(Cl)=O.[CH3:14][O:15][C:16]1[CH:17]=[C:18]([CH:49]=[C:50]([O:52][CH3:53])[CH:51]=1)[C:19]([N:21]1[CH2:27][CH2:26][CH2:25][N:24]([C:28]2[N:33]=[C:32]([C:34]3[CH:35]=[C:36]([CH:45]=[CH:46][C:47]=3[F:48])/[CH:37]=[C:38]3/[C:39](=[O:44])[NH:40][C:41](=[O:43])[S:42]/3)[CH:31]=[N:30][CH:29]=2)[CH2:23][CH2:22]1)=[O:20].